This data is from Catalyst prediction with 721,799 reactions and 888 catalyst types from USPTO. The task is: Predict which catalyst facilitates the given reaction. (1) Product: [N+:1]([C:4]1[CH:14]=[CH:13][C:7]2[CH2:8][CH2:9][N:10]([C:16]([O:18][C:19]([CH3:22])([CH3:21])[CH3:20])=[O:15])[CH2:11][CH2:12][C:6]=2[CH:5]=1)([O-:3])=[O:2]. Reactant: [N+:1]([C:4]1[CH:14]=[CH:13][C:7]2[CH2:8][CH2:9][NH:10][CH2:11][CH2:12][C:6]=2[CH:5]=1)([O-:3])=[O:2].[O:15](C(OC(C)(C)C)=O)[C:16]([O:18][C:19]([CH3:22])([CH3:21])[CH3:20])=O. The catalyst class is: 64. (2) Reactant: [NH2:1][C:2]1[C:6]2[CH:7]=[C:8]([Cl:11])[CH:9]=[CH:10][C:5]=2[O:4][C:3]=1[C:12](=[O:22])[C:13]1[CH:18]=[C:17]([O:19][CH3:20])[CH:16]=[CH:15][C:14]=1[OH:21].C(=O)([O-])[O-].[K+].[K+].[CH2:29](Br)[CH:30]=[CH2:31]. Product: [NH2:1][C:2]1[C:6]2[CH:7]=[C:8]([Cl:11])[CH:9]=[CH:10][C:5]=2[O:4][C:3]=1[C:12](=[O:22])[C:13]1[CH:18]=[C:17]([O:19][CH3:20])[CH:16]=[CH:15][C:14]=1[O:21][CH2:31][CH:30]=[CH2:29]. The catalyst class is: 21.